Dataset: Full USPTO retrosynthesis dataset with 1.9M reactions from patents (1976-2016). Task: Predict the reactants needed to synthesize the given product. Given the product [Cl:1][C:2]1[C:6]([N+:8]([O-:10])=[O:9])=[CH:5][N:4]([CH3:7])[N:3]=1, predict the reactants needed to synthesize it. The reactants are: [Cl:1][C:2]1[CH:6]=[CH:5][N:4]([CH3:7])[N:3]=1.[N+:8]([O-])([OH:10])=[O:9].